Dataset: Full USPTO retrosynthesis dataset with 1.9M reactions from patents (1976-2016). Task: Predict the reactants needed to synthesize the given product. (1) Given the product [C:22]1([C:2]2[CH:3]=[C:4]3[C:9](=[CH:10][CH:11]=2)[NH:8][C:7](=[O:12])[CH2:6][CH2:5]3)[CH2:21][CH2:10][CH2:11][CH2:2][CH:3]=1, predict the reactants needed to synthesize it. The reactants are: Br[C:2]1[CH:3]=[C:4]2[C:9](=[CH:10][CH:11]=1)[NH:8][C:7](=[O:12])[CH2:6][CH2:5]2.C[O-].[Na+].O.C(O[CH2:21][CH3:22])(=O)C. (2) Given the product [F:8][C:9]1[C:17]([I:18])=[C:16]([CH3:19])[CH:15]=[CH:14][C:10]=1[CH2:11][OH:12], predict the reactants needed to synthesize it. The reactants are: B(OC)(OC)OC.[F:8][C:9]1[C:17]([I:18])=[C:16]([CH3:19])[CH:15]=[CH:14][C:10]=1[C:11](O)=[O:12].CSC.B.CO. (3) The reactants are: C1(P(C2CCCCC2)C2C=CC=CC=2C2C(OC(C)C)=CC=CC=2OC(C)C)CCCCC1.[Cl:34][C:35]1[CH:36]=[C:37]([CH:42]2[CH2:48][CH2:47][NH:46][C:45](=[O:49])[C:44]3[S:50][C:51](I)=[CH:52][C:43]2=3)[CH:38]=[CH:39][C:40]=1[Cl:41].[NH:54]1[CH2:59][CH2:58][O:57][CH2:56][CH2:55]1.C[Si]([N-][Si](C)(C)C)(C)C.[Li+]. Given the product [Cl:34][C:35]1[CH:36]=[C:37]([CH:42]2[CH2:48][CH2:47][NH:46][C:45](=[O:49])[C:44]3[S:50][C:51]([N:54]4[CH2:59][CH2:58][O:57][CH2:56][CH2:55]4)=[CH:52][C:43]2=3)[CH:38]=[CH:39][C:40]=1[Cl:41], predict the reactants needed to synthesize it.